This data is from Cav3 T-type calcium channel HTS with 100,875 compounds. The task is: Binary Classification. Given a drug SMILES string, predict its activity (active/inactive) in a high-throughput screening assay against a specified biological target. (1) The compound is S(=O)(=O)(NCCc1nc(sc1)c1cccnc1)CC. The result is 0 (inactive). (2) The molecule is s1c2c(CC(OC2)(C)C)c2c1n1CCCN=c1n(c2=O)c1ccccc1. The result is 0 (inactive). (3) The molecule is O(CCN(CCO)C)CCOc1cc(OC)ccc1. The result is 0 (inactive). (4) The drug is S(CC(=O)N1c2c(NC(=O)C1)cccc2)c1n(c2ccccc2)cnn1. The result is 0 (inactive). (5) The compound is S(=O)(=O)(N1CC(CCC1)C(=O)Nc1c(OCC)ccc(OCC)c1)c1sccc1. The result is 0 (inactive). (6) The molecule is O=C(Nc1c([N+]([O-])=O)cc(OC)cc1)CN1CCCCC1. The result is 0 (inactive).